Task: Predict the reactants needed to synthesize the given product.. Dataset: Full USPTO retrosynthesis dataset with 1.9M reactions from patents (1976-2016) (1) Given the product [C:34]([O:36][CH2:42][CH3:43])(=[O:10])[CH3:35].[CH3:4][CH2:5][CH2:6][CH:7]([CH3:2])[CH3:33].[Cl:1][C:2]1[C:7]([Cl:8])=[CH:6][CH:5]=[CH:4][C:3]=1[S:9]([NH:12][C:21]1[C:26]([O:27][CH3:28])=[N:25][C:24]([N:32]2[CH2:35][CH:34]([OH:36])[CH2:33]2)=[C:23]([Cl:30])[N:22]=1)(=[O:10])=[O:11], predict the reactants needed to synthesize it. The reactants are: [Cl:1][C:2]1[C:7]([Cl:8])=[CH:6][CH:5]=[CH:4][C:3]=1[S:9]([N:12]([C:21]1[C:26]([O:27][CH3:28])=[N:25][C:24](Cl)=[C:23]([Cl:30])[N:22]=1)COCC[Si](C)(C)C)(=[O:11])=[O:10].Cl.[NH:32]1[CH2:35][CH:34]([OH:36])[CH2:33]1.C(N([CH2:42][CH3:43])CC)C. (2) The reactants are: [C:1]([NH:10][CH2:11][C:12]1[CH:13]=[C:14]([C:18]2[CH:23]=[CH:22][C:21]([CH:24]=[CH:25][C:26]([OH:28])=[O:27])=[CH:20][CH:19]=2)[CH:15]=[CH:16][CH:17]=1)(=[O:9])[CH2:2][CH2:3][CH2:4][CH2:5][CH2:6][CH2:7][CH3:8]. Given the product [C:1]([NH:10][CH2:11][C:12]1[CH:13]=[C:14]([C:18]2[CH:19]=[CH:20][C:21]([CH2:24][CH2:25][C:26]([OH:28])=[O:27])=[CH:22][CH:23]=2)[CH:15]=[CH:16][CH:17]=1)(=[O:9])[CH2:2][CH2:3][CH2:4][CH2:5][CH2:6][CH2:7][CH3:8], predict the reactants needed to synthesize it. (3) Given the product [C:1]([O:5][C:6]([NH:8][C@@H:9]([CH2:14][C:15]1[C:24]2[C:19](=[CH:20][CH:21]=[CH:22][CH:23]=2)[C:18]([CH2:25][CH2:26][CH2:27][CH2:28][NH:29][C:30]([NH:32][C:33]([C:35]2[C:40]([NH2:41])=[N:39][C:38]([NH2:42])=[C:37]([Cl:43])[N:36]=2)=[O:34])=[NH:31])=[CH:17][CH:16]=1)[C:10]([OH:12])=[O:11])=[O:7])([CH3:4])([CH3:2])[CH3:3], predict the reactants needed to synthesize it. The reactants are: [C:1]([O:5][C:6]([NH:8][C@@H:9]([CH2:14][C:15]1[C:24]2[C:19](=[CH:20][CH:21]=[CH:22][CH:23]=2)[C:18]([CH2:25][CH2:26][CH2:27][CH2:28][NH:29][C:30]([NH:32][C:33]([C:35]2[C:40]([NH2:41])=[N:39][C:38]([NH2:42])=[C:37]([Cl:43])[N:36]=2)=[O:34])=[NH:31])=[CH:17][CH:16]=1)[C:10]([O:12]C)=[O:11])=[O:7])([CH3:4])([CH3:3])[CH3:2].CO.[Li+].[OH-].Cl. (4) Given the product [CH3:1][CH2:2][CH2:3][CH2:4][C:5]1[N:9]([CH2:10][C:11]2[CH:16]=[CH:15][C:14]([C:17]3[CH:18]=[CH:19][CH:20]=[CH:21][C:22]=3[C:23]3[N:27]=[N:26][NH:25][N:24]=3)=[CH:13][CH:12]=2)[C:8]([CH2:47][OH:48])=[C:7]([Cl:49])[N:6]=1, predict the reactants needed to synthesize it. The reactants are: [CH3:1][CH2:2][CH2:3][CH2:4][C:5]1[N:9]([CH2:10][C:11]2[CH:16]=[CH:15][C:14]([C:17]3[C:22]([C:23]4[N:27]=[N:26][N:25](C(C5C=CC=CC=5)(C5C=CC=CC=5)C5C=CC=CC=5)[N:24]=4)=[CH:21][CH:20]=[CH:19][CH:18]=3)=[CH:13][CH:12]=2)[C:8]([CH2:47][OH:48])=[C:7]([Cl:49])[N:6]=1. (5) The reactants are: [C:1]([O:5][C:6]([N:8]1[CH2:13][CH2:12][N:11]([C:14]2[CH:19]=[CH:18][C:17]([Cl:20])=[CH:16][C:15]=2[C:21]([OH:23])=[O:22])[CH2:10][CH2:9]1)=[O:7])([CH3:4])([CH3:3])[CH3:2].[CH3:24][Si](C=[N+]=[N-])(C)C. Given the product [C:1]([O:5][C:6]([N:8]1[CH2:13][CH2:12][N:11]([C:14]2[CH:19]=[CH:18][C:17]([Cl:20])=[CH:16][C:15]=2[C:21]([O:23][CH3:24])=[O:22])[CH2:10][CH2:9]1)=[O:7])([CH3:4])([CH3:2])[CH3:3], predict the reactants needed to synthesize it. (6) Given the product [CH3:7][N:6]1[C:2]([N:11]2[CH2:17][CH2:16][C:15](=[O:18])[NH:14][CH2:13][CH2:12]2)=[C:3]([N+:8]([O-:10])=[O:9])[CH:4]=[N:5]1, predict the reactants needed to synthesize it. The reactants are: Cl[C:2]1[N:6]([CH3:7])[N:5]=[CH:4][C:3]=1[N+:8]([O-:10])=[O:9].[NH:11]1[CH2:17][CH2:16][C:15](=[O:18])[NH:14][CH2:13][CH2:12]1. (7) The reactants are: C[Si]([N:5]=[C:6]=[O:7])(C)C.[CH2:8]([O:10][C:11]([C:13]1[C:18]([O:19][CH2:20][CH3:21])=[C:17]([N:22]2[CH2:27][CH2:26][O:25][CH2:24][CH2:23]2)[N:16]=[C:15]([C:28]2[CH:33]=[CH:32][C:31]([NH2:34])=[CH:30][CH:29]=2)[N:14]=1)=[O:12])[CH3:9]. Given the product [CH2:8]([O:10][C:11]([C:13]1[C:18]([O:19][CH2:20][CH3:21])=[C:17]([N:22]2[CH2:23][CH2:24][O:25][CH2:26][CH2:27]2)[N:16]=[C:15]([C:28]2[CH:29]=[CH:30][C:31]([NH:34][C:6]([NH2:5])=[O:7])=[CH:32][CH:33]=2)[N:14]=1)=[O:12])[CH3:9], predict the reactants needed to synthesize it.